This data is from CYP2D6 inhibition data for predicting drug metabolism from PubChem BioAssay. The task is: Regression/Classification. Given a drug SMILES string, predict its absorption, distribution, metabolism, or excretion properties. Task type varies by dataset: regression for continuous measurements (e.g., permeability, clearance, half-life) or binary classification for categorical outcomes (e.g., BBB penetration, CYP inhibition). Dataset: cyp2d6_veith. (1) The compound is CC1=C(C(N)=O)C(c2ccccc2)n2nc(-c3ccncc3)nc2N1. The result is 0 (non-inhibitor). (2) The compound is CCOc1c2ccc(C(=O)NCCCCc3ccccc3)cc2nn1CC. The result is 1 (inhibitor). (3) The drug is COc1ccccc1OP(C)(=O)Nc1c(C)cccc1C. The result is 0 (non-inhibitor). (4) The drug is COc1cccc(Cn2c(=O)c(-c3ccc(Cl)cc3)nc3cnc(N4CCOCC4)nc32)c1. The result is 0 (non-inhibitor).